This data is from Full USPTO retrosynthesis dataset with 1.9M reactions from patents (1976-2016). The task is: Predict the reactants needed to synthesize the given product. (1) Given the product [Cl:40][C:24]1[CH:25]=[C:26]([CH:38]=[CH:39][C:23]=1[NH:22][C:2]1[N:3]=[CH:4][C:5]2[N:6]([CH3:21])[C:7](=[O:20])[C:8]3([CH2:18][CH2:19]3)[CH2:9][N:10]([CH:13]3[CH2:14][CH2:15][CH2:16][CH2:17]3)[C:11]=2[N:12]=1)[C:27]([NH:29][CH:30]1[CH2:31][CH2:32][N:33]([CH2:36][CH3:37])[CH2:34][CH2:35]1)=[O:28], predict the reactants needed to synthesize it. The reactants are: Cl[C:2]1[N:3]=[CH:4][C:5]2[N:6]([CH3:21])[C:7](=[O:20])[C:8]3([CH2:19][CH2:18]3)[CH2:9][N:10]([CH:13]3[CH2:17][CH2:16][CH2:15][CH2:14]3)[C:11]=2[N:12]=1.[NH2:22][C:23]1[CH:39]=[CH:38][C:26]([C:27]([NH:29][CH:30]2[CH2:35][CH2:34][N:33]([CH2:36][CH3:37])[CH2:32][CH2:31]2)=[O:28])=[CH:25][C:24]=1[Cl:40].O.C1(C)C=CC(S(O)(=O)=O)=CC=1.CO. (2) Given the product [OH:2][CH2:1][C:10]1[CH:9]=[CH:8][CH:7]=[C:6]2[C:5]=1[C:4]([CH2:3][OH:14])=[CH:13][CH:12]=[CH:11]2, predict the reactants needed to synthesize it. The reactants are: [C:1]1(=O)[C:10]2[C:5]3[C:6](=[CH:11][CH:12]=[CH:13][C:4]=3[C:3](=[O:14])[O:2]1)[CH:7]=[CH:8][CH:9]=2.[H-].[H-].[H-].[H-].[Li+].[Al+3].O.[OH-].[Na+].